From a dataset of Full USPTO retrosynthesis dataset with 1.9M reactions from patents (1976-2016). Predict the reactants needed to synthesize the given product. (1) Given the product [CH3:18][C:16]1([CH3:19])[C:15]2[C:10](=[CH:11][CH:12]=[C:13]([C:20]([F:23])([F:22])[F:21])[CH:14]=2)[NH:9][CH:8]([C:4]2[CH:3]=[C:2]([NH:24][C:25]3([C:28]([OH:30])=[O:29])[CH2:27][CH2:26]3)[CH:7]=[CH:6][CH:5]=2)[CH2:17]1, predict the reactants needed to synthesize it. The reactants are: Br[C:2]1[CH:3]=[C:4]([CH:8]2[CH2:17][C:16]([CH3:19])([CH3:18])[C:15]3[C:10](=[CH:11][CH:12]=[C:13]([C:20]([F:23])([F:22])[F:21])[CH:14]=3)[NH:9]2)[CH:5]=[CH:6][CH:7]=1.[NH2:24][C:25]1([C:28]([OH:30])=[O:29])[CH2:27][CH2:26]1.C(=O)([O-])[O-].[K+].[K+]. (2) Given the product [Cl:1][C:2]1[C:10]2[N:9]=[C:8]([CH2:11][CH3:12])[N:7]([CH2:16][C:17]([O:19][C:20]([CH3:23])([CH3:22])[CH3:21])=[O:18])[C:6]=2[CH:5]=[CH:4][C:3]=1[C:13]#[N:14], predict the reactants needed to synthesize it. The reactants are: [Cl:1][C:2]1[C:10]2[N:9]=[C:8]([CH2:11][CH3:12])[NH:7][C:6]=2[CH:5]=[CH:4][C:3]=1[C:13]#[N:14].Br[CH2:16][C:17]([O:19][C:20]([CH3:23])([CH3:22])[CH3:21])=[O:18]. (3) Given the product [C:30]1([C:28]([N:25]2[CH2:24][CH2:23][N:22]([CH2:21][C:18]3[CH:19]=[CH:20][C:15]([O:14][CH:11]4[CH2:12][CH2:13][NH:8][CH2:9][CH2:10]4)=[CH:16][CH:17]=3)[CH2:27][CH2:26]2)=[O:29])[CH:35]=[CH:34][CH:33]=[CH:32][CH:31]=1, predict the reactants needed to synthesize it. The reactants are: C(OC([N:8]1[CH2:13][CH2:12][CH:11]([O:14][C:15]2[CH:20]=[CH:19][C:18]([CH2:21][N:22]3[CH2:27][CH2:26][N:25]([C:28]([C:30]4[CH:35]=[CH:34][CH:33]=[CH:32][CH:31]=4)=[O:29])[CH2:24][CH2:23]3)=[CH:17][CH:16]=2)[CH2:10][CH2:9]1)=O)(C)(C)C.N1(CCCOC2C=CC(CN3CCCNCC3)=CC=2)CCCCC1. (4) Given the product [Cl:8][C:6]1[CH:5]=[CH:4][C:3]([S:9][CH2:16][CH2:15][C:14]([NH:13][CH:10]([CH3:12])[CH3:11])=[O:17])=[C:2]([NH:1][S:25]([C:22]2[CH:23]=[CH:24][C:19]([Cl:18])=[C:20]([C:29]([F:32])([F:30])[F:31])[CH:21]=2)(=[O:27])=[O:26])[CH:7]=1, predict the reactants needed to synthesize it. The reactants are: [NH2:1][C:2]1[CH:7]=[C:6]([Cl:8])[CH:5]=[CH:4][C:3]=1[SH:9].[CH:10]([NH:13][C:14](=[O:17])[CH:15]=[CH2:16])([CH3:12])[CH3:11].[Cl:18][C:19]1[CH:24]=[CH:23][C:22]([S:25](Cl)(=[O:27])=[O:26])=[CH:21][C:20]=1[C:29]([F:32])([F:31])[F:30]. (5) Given the product [NH2:7][CH:8]1[CH2:11][C:10]([CH3:12])([OH:13])[C:9]1([CH3:15])[CH3:14], predict the reactants needed to synthesize it. The reactants are: C(OC(=O)[NH:7][CH:8]1[CH2:11][C:10]([OH:13])([CH3:12])[C:9]1([CH3:15])[CH3:14])(C)(C)C.FC(F)(F)C(O)=O. (6) Given the product [NH:1]1[C:5]2[CH:6]=[CH:7][CH:8]=[CH:9][C:4]=2[N:3]=[C:2]1[C:10]1[C:11]([NH2:17])=[N:12][CH:13]=[C:14]([O:30][C:26]2[CH:25]=[N:24][CH:29]=[CH:28][CH:27]=2)[N:15]=1, predict the reactants needed to synthesize it. The reactants are: [NH:1]1[C:5]2[CH:6]=[CH:7][CH:8]=[CH:9][C:4]=2[N:3]=[C:2]1[C:10]1[C:11]([NH2:17])=[N:12][CH:13]=[C:14](Br)[N:15]=1.C(=O)([O-])[O-].[Cs+].[Cs+].[N:24]1[CH:29]=[CH:28][CH:27]=[C:26]([OH:30])[CH:25]=1. (7) Given the product [CH3:31][C:26]1[N:27]=[CH:28][C:29](/[CH:2]=[CH:1]/[C:3]2[C:11]3[C:6](=[CH:7][C:8]([C@H:12]4[C@@:14]5([C:22]6[C:17](=[CH:18][CH:19]=[CH:20][CH:21]=6)[NH:16][C:15]5=[O:23])[CH2:13]4)=[CH:9][CH:10]=3)[NH:5][N:4]=2)=[CH:30][CH:25]=1, predict the reactants needed to synthesize it. The reactants are: [CH:1]([C:3]1[C:11]2[C:6](=[CH:7][C:8]([C@H:12]3[C@@:14]4([C:22]5[C:17](=[CH:18][CH:19]=[CH:20][CH:21]=5)[NH:16][C:15]4=[O:23])[CH2:13]3)=[CH:9][CH:10]=2)[NH:5][N:4]=1)=[CH2:2].Br[C:25]1[C:26]([CH3:31])=[N:27][CH:28]=[CH:29][CH:30]=1.CCN(C(C)C)C(C)C.CC1C=CC=CC=1P(C1C=CC=CC=1C)C1C=CC=CC=1C. (8) Given the product [OH:9][CH2:10][CH2:11][CH:12]1[CH2:13][CH2:14][N:15]([C:18]([O:20][C:21]([CH3:24])([CH3:23])[CH3:22])=[O:19])[CH2:16][CH2:17]1, predict the reactants needed to synthesize it. The reactants are: [H-].[H-].[H-].[H-].[Li+].[Al+3].C([O:9][C:10](=O)[CH2:11][CH:12]1[CH2:17][CH2:16][N:15]([C:18]([O:20][C:21]([CH3:24])([CH3:23])[CH3:22])=[O:19])[CH2:14][CH2:13]1)C.S([O-])([O-])(=O)=O.[Na+].[Na+].